Dataset: Forward reaction prediction with 1.9M reactions from USPTO patents (1976-2016). Task: Predict the product of the given reaction. (1) Given the reactants [C:1]([C:5]1[CH:10]=[CH:9][C:8]([C:11]2[CH:12]=[CH:13][CH:14]=[C:15]3[C:19]=2[C:18](=O)[CH:17]([CH2:21][C:22]24[CH2:31][CH:26]5[CH2:27][CH:28]([CH2:30][CH:24]([CH2:25]5)[CH2:23]2)[CH2:29]4)[CH2:16]3)=[CH:7][CH:6]=1)([CH3:4])([CH3:3])[CH3:2].[BH4-].[Na+].CO.S(=O)(=O)(O)O, predict the reaction product. The product is: [C:1]([C:5]1[CH:10]=[CH:9][C:8]([C:11]2[CH:12]=[CH:13][CH:14]=[C:15]3[C:19]=2[CH2:18][C:17]([CH2:21][C:22]24[CH2:23][CH:24]5[CH2:30][CH:28]([CH2:27][CH:26]([CH2:25]5)[CH2:31]2)[CH2:29]4)=[CH:16]3)=[CH:7][CH:6]=1)([CH3:4])([CH3:2])[CH3:3]. (2) Given the reactants [Br:1][C:2]1[C:10]2[C:9]([NH:11][C:12]3[CH:13]=[C:14]4[CH:20]=[N:19][NH:18][C:15]4=[CH:16][N:17]=3)=[N:8][CH:7]=[N:6][C:5]=2[NH:4][C:3]=1[C:21](O)=[O:22].[NH:24]1[CH2:29][CH2:28][CH2:27][CH2:26][CH2:25]1, predict the reaction product. The product is: [Br:1][C:2]1[C:10]2[C:9]([NH:11][C:12]3[CH:13]=[C:14]4[CH:20]=[N:19][NH:18][C:15]4=[CH:16][N:17]=3)=[N:8][CH:7]=[N:6][C:5]=2[NH:4][C:3]=1[C:21]([N:24]1[CH2:29][CH2:28][CH2:27][CH2:26][CH2:25]1)=[O:22]. (3) Given the reactants [F:1][C:2]1[CH:3]=[C:4]([NH:21][C:22]([C:24]2[C:25](=[O:40])[N:26]([C:34]3[CH:39]=[CH:38][CH:37]=[CH:36][CH:35]=3)[N:27]([CH2:30][CH:31]([OH:33])[CH3:32])[C:28]=2[CH3:29])=[O:23])[CH:5]=[CH:6][C:7]=1[O:8][C:9]1[C:18]2[C:13](=[CH:14][C:15]([O:19][CH3:20])=[CH:16][CH:17]=2)[N:12]=[CH:11][CH:10]=1.[C:41]([NH:51][C@H:52]([C:54](O)=[O:55])[CH3:53])([O:43][CH2:44][C:45]1[CH:50]=[CH:49][CH:48]=[CH:47][CH:46]=1)=[O:42].C(Cl)CCl, predict the reaction product. The product is: [F:1][C:2]1[CH:3]=[C:4]([NH:21][C:22]([C:24]2[C:25](=[O:40])[N:26]([C:34]3[CH:35]=[CH:36][CH:37]=[CH:38][CH:39]=3)[N:27]([CH2:30][C@@H:31]([O:33][C:54](=[O:55])[C@@H:52]([NH:51][C:41]([O:43][CH2:44][C:45]3[CH:50]=[CH:49][CH:48]=[CH:47][CH:46]=3)=[O:42])[CH3:53])[CH3:32])[C:28]=2[CH3:29])=[O:23])[CH:5]=[CH:6][C:7]=1[O:8][C:9]1[C:18]2[C:13](=[CH:14][C:15]([O:19][CH3:20])=[CH:16][CH:17]=2)[N:12]=[CH:11][CH:10]=1.